From a dataset of Blood-brain barrier permeability classification from the B3DB database. Regression/Classification. Given a drug SMILES string, predict its absorption, distribution, metabolism, or excretion properties. Task type varies by dataset: regression for continuous measurements (e.g., permeability, clearance, half-life) or binary classification for categorical outcomes (e.g., BBB penetration, CYP inhibition). Dataset: b3db_classification. (1) The drug is CC1=C(C(=O)O)N2C(=O)[C@H](NC(=O)[C@@H](N)c3ccc(O)cc3)[C@H]2SC1. The result is 0 (does not penetrate BBB). (2) The result is 0 (does not penetrate BBB). The compound is CC(=O)CC(c1ccc([N+](=O)[O-])cc1)c1c(O)c2ccccc2oc1=O. (3) The drug is O=C(CN1CCC23CCCCC2C1Cc1ccc(O)cc13)c1ccccc1. The result is 1 (penetrates BBB). (4) The compound is Cc1cccc2c1Oc1ccccc1C1(O)CCN(C)CC21. The result is 1 (penetrates BBB). (5) The drug is CCCCN1CC(O)C(O)C(O)C1CO. The result is 1 (penetrates BBB). (6) The drug is CN(C(=O)Cc1ccc(Cl)c(Cl)c1)C1CCC2(CCCO2)CC1N1CCCC1. The result is 1 (penetrates BBB).